Dataset: Catalyst prediction with 721,799 reactions and 888 catalyst types from USPTO. Task: Predict which catalyst facilitates the given reaction. (1) Reactant: [F:1][C:2]([F:25])([F:24])[C:3]1[CH:23]=[CH:22][C:6]([CH2:7][CH:8]2[CH2:13][CH:12]([C:14]([O:16]C)=[O:15])[CH2:11][CH2:10][N:9]2[C:18]([O:20][CH3:21])=[O:19])=[CH:5][CH:4]=1.[Br-].[Li+].C(N(CC)CC)C.CC(OC)(C)C. The catalyst class is: 47. Product: [CH3:21][O:20][C:18]([N:9]1[CH2:10][CH2:11][CH:12]([C:14]([OH:16])=[O:15])[CH2:13][CH:8]1[CH2:7][C:6]1[CH:5]=[CH:4][C:3]([C:2]([F:25])([F:24])[F:1])=[CH:23][CH:22]=1)=[O:19]. (2) Reactant: [Br:1][C:2]1[C:3]([N:12]2[CH2:17][CH2:16][N:15]([CH2:18][CH:19]3[CH2:21][CH2:20]3)[CH2:14][CH2:13]2)=[C:4]([N+:9]([O-])=O)[C:5]([NH2:8])=[N:6][CH:7]=1.CCO.[CH3:25][O:26][C:27]1[CH:34]=[CH:33][C:30]([CH:31]=O)=[CH:29][CH:28]=1.[O-]S(S([O-])=O)=O.[Na+].[Na+]. Product: [Br:1][C:2]1[C:3]([N:12]2[CH2:17][CH2:16][N:15]([CH2:18][CH:19]3[CH2:21][CH2:20]3)[CH2:14][CH2:13]2)=[C:4]2[N:9]=[C:31]([C:30]3[CH:33]=[CH:34][C:27]([O:26][CH3:25])=[CH:28][CH:29]=3)[NH:8][C:5]2=[N:6][CH:7]=1. The catalyst class is: 27. (3) Reactant: C[O:2][C:3]([C:5]1[CH:21]=[CH:20][C:8]2[N:9]=[C:10]([C:12]3[C:17]([Cl:18])=[CH:16][CH:15]=[CH:14][C:13]=3[Cl:19])[NH:11][C:7]=2[CH:6]=1)=[O:4].[OH-].[Na+]. Product: [Cl:19][C:13]1[CH:14]=[CH:15][CH:16]=[C:17]([Cl:18])[C:12]=1[C:10]1[NH:11][C:7]2[CH:6]=[C:5]([C:3]([OH:4])=[O:2])[CH:21]=[CH:20][C:8]=2[N:9]=1. The catalyst class is: 5. (4) Reactant: C([O:4][C:5]1[CH:31]=[CH:30][C:8]([CH2:9][O:10][C@H:11]([C@H:16]2[O:24][C@H:23]3[C@H:19]([N:20]=[C:21]([N:25]([CH3:27])[CH3:26])[S:22]3)[C@@H:18]([OH:28])[C@@H:17]2[OH:29])[C:12]([F:15])([F:14])[F:13])=[CH:7][CH:6]=1)C=C.C(O)=O.C(N(CC)CC)C. The catalyst class is: 77. Product: [OH:4][C:5]1[CH:31]=[CH:30][C:8]([CH2:9][O:10][C@H:11]([C@H:16]2[O:24][C@H:23]3[C@H:19]([N:20]=[C:21]([N:25]([CH3:27])[CH3:26])[S:22]3)[C@@H:18]([OH:28])[C@@H:17]2[OH:29])[C:12]([F:14])([F:15])[F:13])=[CH:7][CH:6]=1. (5) Reactant: [N:1]([C:4]1[CH:9]=[C:8]([C:10]([O:12][CH3:13])=[O:11])[CH:7]=[CH:6][C:5]=1[C:14]([O:16]C)=O)=[C:2]=[S:3].[CH3:18][O:19][C:20]1[C:21]([NH2:28])=[N:22][CH:23]=[C:24]([O:26][CH3:27])[CH:25]=1. Product: [CH3:18][O:19][C:20]1[C:21]([N:28]2[C:14](=[O:16])[C:5]3[C:4](=[CH:9][C:8]([C:10]([O:12][CH3:13])=[O:11])=[CH:7][CH:6]=3)[NH:1][C:2]2=[S:3])=[N:22][CH:23]=[C:24]([O:26][CH3:27])[CH:25]=1. The catalyst class is: 18.